This data is from Reaction yield outcomes from USPTO patents with 853,638 reactions. The task is: Predict the reaction yield, written as a fraction of the theoretical maximum amount of product (1.0 means a 100% yield; for example, 0.34 means a 34% yield). (1) The catalyst is O1CCCC1. The product is [C:1]([C:5]1[O:6][CH:7]=[C:8](/[CH:10]=[CH:30]\[C:29]2[C:25]([O:24][CH2:23][O:22][CH3:21])=[N:26][N:27]([C:32]3[CH:37]=[CH:36][CH:35]=[CH:34][CH:33]=3)[CH:28]=2)[N:9]=1)([CH3:2])([CH3:3])[CH3:4]. The yield is 0.00600. The reactants are [C:1]([C:5]1[O:6][CH:7]=[C:8]([CH2:10]P(=O)(OCC)OCC)[N:9]=1)([CH3:4])([CH3:3])[CH3:2].[H-].[Na+].[CH3:21][O:22][CH2:23][O:24][C:25]1[C:29]([CH:30]=O)=[CH:28][N:27]([C:32]2[CH:37]=[CH:36][CH:35]=[CH:34][CH:33]=2)[N:26]=1.O. (2) The reactants are [C:1]([C:3]1[CH:30]=[CH:29][C:6]([CH2:7][C@@:8]2([CH3:28])[N:12]3[C:13]([C:16](O)=[O:17])=[CH:14][N:15]=[C:11]3[N:10]([C:19]3[CH:24]=[C:23]([Cl:25])[CH:22]=[C:21]([Cl:26])[CH:20]=3)[C:9]2=[O:27])=[CH:5][CH:4]=1)#[N:2].[C:31]([O:35][C:36]([C:38]1([NH2:41])[CH2:40][CH2:39]1)=[O:37])([CH3:34])([CH3:33])[CH3:32].CN(C(ON1N=NC2C=CC=NC1=2)=[N+](C)C)C.F[P-](F)(F)(F)(F)F.CCN(CC)CC. The catalyst is CN(C=O)C. The product is [C:31]([O:35][C:36]([C:38]1([NH:41][C:16]([C:13]2[N:12]3[C@@:8]([CH2:7][C:6]4[CH:5]=[CH:4][C:3]([C:1]#[N:2])=[CH:30][CH:29]=4)([CH3:28])[C:9](=[O:27])[N:10]([C:19]4[CH:20]=[C:21]([Cl:26])[CH:22]=[C:23]([Cl:25])[CH:24]=4)[C:11]3=[N:15][CH:14]=2)=[O:17])[CH2:39][CH2:40]1)=[O:37])([CH3:34])([CH3:32])[CH3:33]. The yield is 0.875. (3) The reactants are [Cl:1][C:2]1[CH:7]=[CH:6][C:5]([N:8]2[C:17](=[O:18])[C:16]3[C:11](=[CH:12][C:13]([N+:19]([O-])=O)=[CH:14][CH:15]=3)[N:10]=[C:9]2[CH:22]([CH3:24])[CH3:23])=[CH:4][CH:3]=1. The catalyst is [Fe].C(O)(=O)C. The product is [NH2:19][C:13]1[CH:12]=[C:11]2[C:16]([C:17](=[O:18])[N:8]([C:5]3[CH:6]=[CH:7][C:2]([Cl:1])=[CH:3][CH:4]=3)[C:9]([CH:22]([CH3:24])[CH3:23])=[N:10]2)=[CH:15][CH:14]=1. The yield is 0.790. (4) The reactants are C([O:3][C:4](=[O:16])[C:5]([C:7]1[CH:12]=[C:11]([CH3:13])[C:10]([Cl:14])=[CH:9][C:8]=1[NH2:15])=[CH2:6])C.[OH-].[Na+]. The catalyst is CCO.O. The product is [NH2:15][C:8]1[CH:9]=[C:10]([Cl:14])[C:11]([CH3:13])=[CH:12][C:7]=1[C:5](=[CH2:6])[C:4]([OH:16])=[O:3]. The yield is 0.970. (5) The reactants are [Cl:1][C:2]1[CH:7]=[C:6]([Cl:8])[N:5]=[CH:4][N:3]=1.[N+:9]([C:12]1[CH:13]=[C:14]([CH:16]=[CH:17][CH:18]=1)[NH2:15])([O-:11])=[O:10].Cl. The catalyst is CC(O)C. The product is [ClH:1].[Cl:8][C:6]1[N:5]=[CH:4][N:3]=[C:2]([NH:15][C:14]2[CH:16]=[CH:17][CH:18]=[C:12]([N+:9]([O-:11])=[O:10])[CH:13]=2)[CH:7]=1. The yield is 0.360. (6) The yield is 0.600. The catalyst is C1C=CC([P]([Pd]([P](C2C=CC=CC=2)(C2C=CC=CC=2)C2C=CC=CC=2)([P](C2C=CC=CC=2)(C2C=CC=CC=2)C2C=CC=CC=2)[P](C2C=CC=CC=2)(C2C=CC=CC=2)C2C=CC=CC=2)(C2C=CC=CC=2)C2C=CC=CC=2)=CC=1.CO.C(OCC)C.O.C(OCC)(=O)C. The reactants are Br[C:2]1[CH:3]=[C:4]([NH:10][C:11]2[CH:15]=[C:14]([CH3:16])[N:13]([CH2:17][CH3:18])[N:12]=2)[C:5](=[O:9])[N:6]([CH3:8])[CH:7]=1.[C:19]([O:22][CH2:23][C:24]1[C:29]([N:30]2[CH2:41][CH2:40][N:39]3[C:32](=[CH:33][C:34]4[CH2:35][C:36]([CH3:43])([CH3:42])[CH2:37][C:38]=43)[C:31]2=[O:44])=[CH:28][C:27]([F:45])=[CH:26][C:25]=1B1OC(C)(C)C(C)(C)O1)(=[O:21])[CH3:20].COCCOC.C(=O)([O-])[O-].[Na+].[Na+]. The product is [CH2:17]([N:13]1[C:14]([CH3:16])=[CH:15][C:11]([NH:10][C:4]2[C:5](=[O:9])[N:6]([CH3:8])[CH:7]=[C:2]([C:25]3[C:24]([CH2:23][O:22][C:19](=[O:21])[CH3:20])=[C:29]([N:30]4[CH2:41][CH2:40][N:39]5[C:32](=[CH:33][C:34]6[CH2:35][C:36]([CH3:42])([CH3:43])[CH2:37][C:38]=65)[C:31]4=[O:44])[CH:28]=[C:27]([F:45])[CH:26]=3)[CH:3]=2)=[N:12]1)[CH3:18].